This data is from Reaction yield outcomes from USPTO patents with 853,638 reactions. The task is: Predict the reaction yield, written as a fraction of the theoretical maximum amount of product (1.0 means a 100% yield; for example, 0.34 means a 34% yield). (1) The reactants are Cl.Cl.C(OC[N:11]1[CH:15]=[CH:14][N:13]=[C:12]1[C@H:16]1[C@H:25]2[CH2:26][CH2:27][N:28]([C:29]([C@H:31]3[CH2:36][CH2:35][CH2:34][CH2:33][C@H:32]3[NH2:37])=[O:30])[C@H:24]2[C:23]2[CH:22]=[CH:21][CH:20]=[CH:19][C:18]=2[NH:17]1)(=O)C(C)(C)C.[C:38]([C:40]1[CH:48]=[CH:47][C:43]([C:44](Cl)=[O:45])=[CH:42][CH:41]=1)#[N:39].N. The catalyst is C(OCC)(=O)C.C(=O)([O-])[O-].[Na+].[Na+].CO. The product is [C:38]([C:40]1[CH:48]=[CH:47][C:43]([C:44]([NH:37][C@@H:32]2[CH2:33][CH2:34][CH2:35][CH2:36][C@@H:31]2[C:29]([N:28]2[C@@H:24]3[C@@H:25]([C@H:16]([C:12]4[NH:13][CH:14]=[CH:15][N:11]=4)[NH:17][C:18]4[CH:19]=[CH:20][CH:21]=[CH:22][C:23]=43)[CH2:26][CH2:27]2)=[O:30])=[O:45])=[CH:42][CH:41]=1)#[N:39]. The yield is 0.940. (2) The reactants are [N:1]1([C:7]2[C:12]([C:13]([O:15][CH:16]([CH3:18])[CH3:17])=[O:14])=[CH:11][CH:10]=[CH:9][N:8]=2)[CH2:6][CH2:5][NH:4][CH2:3][CH2:2]1.[F:19][C:20]([F:36])([F:35])[C:21]1[CH:26]=[CH:25][CH:24]=[CH:23][C:22]=1[C:27]1[CH:32]=[CH:31][CH:30]=[C:29]([CH:33]=O)[CH:28]=1.O1CCCC1.C(O[BH-](OC(=O)C)OC(=O)C)(=O)C.[Na+]. The catalyst is CCOC(C)=O. The product is [CH3:17][CH:16]([O:15][C:13]([C:12]1[C:7]([N:1]2[CH2:2][CH2:3][N:4]([CH2:33][C:29]3[CH:28]=[C:27]([C:22]4[CH:23]=[CH:24][CH:25]=[CH:26][C:21]=4[C:20]([F:19])([F:35])[F:36])[CH:32]=[CH:31][CH:30]=3)[CH2:5][CH2:6]2)=[N:8][CH:9]=[CH:10][CH:11]=1)=[O:14])[CH3:18]. The yield is 0.290.